Task: Predict the product of the given reaction.. Dataset: Forward reaction prediction with 1.9M reactions from USPTO patents (1976-2016) (1) Given the reactants Br[C:2]1[N:6]([CH2:7][C:8]2[CH:13]=[CH:12][C:11]([O:14][CH3:15])=[CH:10][CH:9]=2)[N:5]=[C:4]([N:16]([CH3:18])[CH3:17])[N:3]=1.[Cl:19][C:20]1[CH:21]=[C:22]([CH:24]=[C:25]([Cl:27])[CH:26]=1)[NH2:23].CC([O-])(C)C.[Na+], predict the reaction product. The product is: [Cl:19][C:20]1[CH:21]=[C:22]([NH:23][C:2]2[N:6]([CH2:7][C:8]3[CH:13]=[CH:12][C:11]([O:14][CH3:15])=[CH:10][CH:9]=3)[N:5]=[C:4]([N:16]([CH3:18])[CH3:17])[N:3]=2)[CH:24]=[C:25]([Cl:27])[CH:26]=1. (2) Given the reactants [C:1]1([S:7]([C:10]2[C:18]3[C:13](=[CH:14][CH:15]=[CH:16][C:17]=3[CH2:19][CH2:20][CH2:21]O)[NH:12][CH:11]=2)(=[O:9])=[O:8])[CH:6]=[CH:5][CH:4]=[CH:3][CH:2]=1.N1C=CC=CC=1.C1(C)C=CC(S([Cl:38])(=O)=O)=CC=1, predict the reaction product. The product is: [C:1]1([S:7]([C:10]2[C:18]3[C:13](=[CH:14][CH:15]=[CH:16][C:17]=3[CH2:19][CH2:20][CH2:21][Cl:38])[NH:12][CH:11]=2)(=[O:9])=[O:8])[CH:6]=[CH:5][CH:4]=[CH:3][CH:2]=1. (3) Given the reactants [CH2:1]([OH:5])[CH2:2][CH2:3][CH3:4], predict the reaction product. The product is: [CH2:1]([O:5][C:4]1[CH2:3][CH2:2][C:1]=1[O:5][CH2:1][CH2:2][CH2:3][CH3:4])[CH2:2][CH2:3][CH3:4].